This data is from Forward reaction prediction with 1.9M reactions from USPTO patents (1976-2016). The task is: Predict the product of the given reaction. (1) Given the reactants [NH:1]=[S:2]1(=[O:15])[CH2:7][CH2:6][N:5]([C:8]([O:10][C:11]([CH3:14])([CH3:13])[CH3:12])=[O:9])[CH2:4][CH2:3]1.[CH3:16][C:17]1[CH:21]=[CH:20][O:19][C:18]=1[C:22]([NH:24][C:25]1[CH:26]=[C:27]([C:31]#[C:32][C:33]2[CH:34]=[N:35][CH:36]=[C:37]([CH:41]=2)[C:38](O)=[O:39])[CH:28]=[CH:29][CH:30]=1)=[O:23].CCN(C(C)C)C(C)C.F[P-](F)(F)(F)(F)F.N1(O[P+](N(C)C)(N(C)C)N(C)C)C2C=CC=CC=2N=N1, predict the reaction product. The product is: [CH3:16][C:17]1[CH:21]=[CH:20][O:19][C:18]=1[C:22]([NH:24][C:25]1[CH:26]=[C:27]([C:31]#[C:32][C:33]2[CH:41]=[C:37]([C:38]([N:1]=[S:2]3(=[O:15])[CH2:3][CH2:4][N:5]([C:8]([O:10][C:11]([CH3:12])([CH3:14])[CH3:13])=[O:9])[CH2:6][CH2:7]3)=[O:39])[CH:36]=[N:35][CH:34]=2)[CH:28]=[CH:29][CH:30]=1)=[O:23]. (2) Given the reactants C(N(CC)CC)C.C(Cl)(Cl)=O.ClC([O-])=O.[OH:16][C:17]1[CH:22]=[CH:21][C:20]([C:23]2(C3C=CC(O)=CC=3)[CH2:34][CH2:33][CH2:32][CH2:31][CH2:30][CH2:29][CH2:28][CH2:27][CH2:26][CH2:25][CH2:24]2)=[CH:19][CH:18]=1, predict the reaction product. The product is: [OH:16][C:17]1[CH:22]=[CH:21][C:20]([CH:23]2[CH2:34][CH2:33][CH2:32][CH2:31][CH2:30][CH2:29][CH2:28][CH2:27][CH2:26][CH2:25][CH2:24]2)=[CH:19][CH:18]=1. (3) Given the reactants [Br:1][C:2]1[CH:12]=[CH:11][C:5]([O:6][CH2:7][C:8]([NH2:10])=[O:9])=[C:4]([C:13]#[N:14])[CH:3]=1.N1CCC[CH2:17][CH2:16]1.[C:21]1([N:27]2[CH2:32][CH2:31][NH:30][CH2:29][CH2:28]2)[CH:26]=[CH:25][CH:24]=[CH:23][CH:22]=1, predict the reaction product. The product is: [Br:1][C:2]1[CH:12]=[CH:11][C:5]2[O:6][C:7]3[C:8](=[O:9])[NH:10][C:16]([CH2:17][N:30]4[CH2:31][CH2:32][N:27]([C:21]5[CH:26]=[CH:25][CH:24]=[CH:23][CH:22]=5)[CH2:28][CH2:29]4)=[N:14][C:13]=3[C:4]=2[CH:3]=1. (4) Given the reactants [F:1][C:2]1[CH:3]=[C:4]([CH:8]2[CH2:13][C:12](=[O:14])[CH2:11][CH2:10][N:9]2[C:15]([N:17]2[CH2:23][C:22]3[CH:24]=[C:25]([C:28]4[CH:29]=[C:30]5[NH:36][C:35]([NH:37]C(=O)OCC6C=CC=CC=6)=[N:34][C:31]5=[N:32][CH:33]=4)[CH:26]=[CH:27][C:21]=3[O:20][CH2:19][CH2:18]2)=[O:16])[CH:5]=[CH:6][CH:7]=1, predict the reaction product. The product is: [NH2:37][C:35]1[NH:36][C:30]2[C:31]([N:34]=1)=[N:32][CH:33]=[C:28]([C:25]1[CH:26]=[CH:27][C:21]3[O:20][CH2:19][CH2:18][N:17]([C:15]([N:9]4[CH2:10][CH2:11][C:12](=[O:14])[CH2:13][CH:8]4[C:4]4[CH:5]=[CH:6][CH:7]=[C:2]([F:1])[CH:3]=4)=[O:16])[CH2:23][C:22]=3[CH:24]=1)[CH:29]=2. (5) The product is: [NH2:11][C:12]1[N:17]([C:18]2[CH:23]=[CH:22][CH:21]=[C:20]([NH:24][C:6]([NH:5][CH2:1][CH2:2][CH2:3][CH3:4])=[O:7])[CH:19]=2)[CH2:16][N:15]=[C:14]2[O:25][CH:26]=[CH:27][C:13]=12. Given the reactants [CH2:1]([N:5]=[C:6]=[O:7])[CH2:2][CH2:3][CH3:4].[N-]=C=O.[NH2:11][C:12]1[N:17]([C:18]2[CH:23]=[CH:22][CH:21]=[C:20]([NH2:24])[CH:19]=2)[CH2:16][N:15]=[C:14]2[O:25][CH:26]=[CH:27][C:13]=12, predict the reaction product.